From a dataset of Forward reaction prediction with 1.9M reactions from USPTO patents (1976-2016). Predict the product of the given reaction. (1) Given the reactants [F:1][C:2]1[CH:7]=[CH:6][C:5]([N:8]([CH3:12])[C:9]([NH2:11])=[S:10])=[CH:4][CH:3]=1.Cl[CH2:14][CH:15]=O, predict the reaction product. The product is: [F:1][C:2]1[CH:3]=[CH:4][C:5]([N:8]([CH3:12])[C:9]2[S:10][CH:14]=[CH:15][N:11]=2)=[CH:6][CH:7]=1. (2) Given the reactants [NH2:1][C:2]1[C:11]([O:12][CH2:13][C:14]2[CH:19]=[CH:18][CH:17]=[CH:16][C:15]=2[F:20])=[CH:10][C:5]([C:6]([O:8][CH3:9])=[O:7])=[CH:4][N:3]=1.Br[CH2:22][C:23](=O)[CH3:24].C(=O)([O-])O.[Na+], predict the reaction product. The product is: [F:20][C:15]1[CH:16]=[CH:17][CH:18]=[CH:19][C:14]=1[CH2:13][O:12][C:11]1[C:2]2[N:3]([CH:22]=[C:23]([CH3:24])[N:1]=2)[CH:4]=[C:5]([C:6]([O:8][CH3:9])=[O:7])[CH:10]=1. (3) Given the reactants [Cl:1][C:2]1[CH:10]=[CH:9][CH:8]=[CH:7][C:3]=1[C:4](O)=[O:5].CN.C[CH2:14][N:15]=C=NCCCN(C)C.C1C=NC2N(O)N=NC=2C=1, predict the reaction product. The product is: [Cl:1][C:2]1[CH:10]=[CH:9][CH:8]=[CH:7][C:3]=1[C:4]([NH:15][CH3:14])=[O:5].